From a dataset of Catalyst prediction with 721,799 reactions and 888 catalyst types from USPTO. Predict which catalyst facilitates the given reaction. (1) Reactant: C[O:2][C:3](=[O:14])[CH2:4][NH:5][CH2:6][C:7]1[CH:12]=[CH:11][C:10]([Br:13])=[CH:9][CH:8]=1.[OH-].[Li+]. Product: [Br:13][C:10]1[CH:9]=[CH:8][C:7]([CH2:6][NH:5][CH2:4][C:3]([OH:14])=[O:2])=[CH:12][CH:11]=1. The catalyst class is: 6. (2) Reactant: [I:1]I.[F:3][C:4]([F:13])([F:12])[C:5]1[CH:10]=[C:9]([OH:11])[CH:8]=[CH:7][N:6]=1.C([O-])([O-])=O.[K+].[K+]. Product: [I:1][C:8]1[C:9]([OH:11])=[CH:10][C:5]([C:4]([F:3])([F:12])[F:13])=[N:6][CH:7]=1. The catalyst class is: 5. (3) Reactant: [CH3:1][O:2][C:3]1[C:7]([C:8]#[N:9])=[C:6]([N:10]2[CH2:15][CH2:14][CH2:13][CH2:12][CH2:11]2)[N:5]([CH3:16])[N:4]=1. Product: [CH3:1][O:2][C:3]1[C:7]([CH2:8][NH2:9])=[C:6]([N:10]2[CH2:15][CH2:14][CH2:13][CH2:12][CH2:11]2)[N:5]([CH3:16])[N:4]=1. The catalyst class is: 834. (4) Reactant: [OH:1][C@H:2]1[CH2:19][CH2:18][C@@:17]2([CH3:20])[C@@H:4]([CH2:5][CH2:6][C@:7]3([CH3:36])[C@@H:16]2[CH2:15][CH2:14][C@H:13]2[C@@:8]3([CH3:35])[CH2:9][CH2:10][C@@:11]3([C:27]([N:29]4[CH2:34][CH2:33][CH2:32][CH2:31][CH2:30]4)=[O:28])[CH2:23][CH2:22][C@@H:21]([C:24]([CH3:26])=[CH2:25])[C@@H:12]32)[C:3]1([CH3:38])[CH3:37].[CH3:39][O:40][C:41](=[O:51])[CH2:42][C@@H:43]1[C@H:45]([C:46](O)=[O:47])[C:44]1([CH3:50])[CH3:49].[CH3:52]CN(C(C)C)C(C)C.ClC1C=C(Cl)C=C(Cl)C=1C(Cl)=O. Product: [CH3:39][O:40][C:41](=[O:51])[CH2:42][C@@H:43]1[C@H:45]([C:46]([O:1][C@H:2]2[CH2:19][CH2:18][C@@:17]3([CH3:20])[C@@H:4]([CH2:5][CH2:6][C@:7]4([CH3:36])[C@@H:16]3[CH2:15][CH2:14][C@@:13]3([CH3:52])[C@@:8]4([CH3:35])[CH2:9][CH2:10][C@@:11]4([C:27]([N:29]5[CH2:34][CH2:33][CH2:32][CH2:31][CH2:30]5)=[O:28])[CH2:23][CH2:22][C@@H:21]([C:24]([CH3:26])=[CH2:25])[C@@H:12]43)[C:3]2([CH3:38])[CH3:37])=[O:47])[C:44]1([CH3:50])[CH3:49]. The catalyst class is: 230.